Dataset: Forward reaction prediction with 1.9M reactions from USPTO patents (1976-2016). Task: Predict the product of the given reaction. (1) Given the reactants [Cl:1][C:2]1[C:9]([CH3:10])=[C:8](F)[CH:7]=[CH:6][C:3]=1[C:4]#[N:5].[NH2:12][C@@H:13]([C:17]([OH:19])=[O:18])[C@H:14]([CH3:16])[OH:15].C([O-])([O-])=O.[K+].[K+].C(O)(=O)CC(CC(O)=O)(C(O)=O)O, predict the reaction product. The product is: [Cl:1][C:2]1[C:9]([CH3:10])=[C:8]([NH:12][C@H:13]([C@@H:14]([OH:15])[CH3:16])[C:17]([OH:19])=[O:18])[CH:7]=[CH:6][C:3]=1[C:4]#[N:5]. (2) Given the reactants [CH3:1][O:2][C:3](=[O:24])[CH2:4][CH2:5][C:6]1[CH:11]=[CH:10][C:9]([O:12][CH2:13][C:14]2[CH:19]=[CH:18][CH:17]=[CH:16][CH:15]=2)=[C:8]([CH2:20]C(=O)N)[CH:7]=1.FC(F)(F)C(OI(C1C=CC=CC=1)OC(=O)C(F)(F)F)=O.C([N:48](CC)CC)C.[C:53](O[C:53]([O:55][C:56]([CH3:59])([CH3:58])[CH3:57])=[O:54])([O:55][C:56]([CH3:59])([CH3:58])[CH3:57])=[O:54], predict the reaction product. The product is: [CH3:1][O:2][C:3](=[O:24])[CH2:4][CH2:5][C:6]1[CH:11]=[CH:10][C:9]([O:12][CH2:13][C:14]2[CH:15]=[CH:16][CH:17]=[CH:18][CH:19]=2)=[C:8]([CH2:20][NH:48][C:53]([O:55][C:56]([CH3:59])([CH3:58])[CH3:57])=[O:54])[CH:7]=1. (3) Given the reactants [Cl:1][C:2]1[CH:7]=[C:6]([NH:8][C:9]2[N:17]=[C:16]3[C:12]([N:13]=[C:14]([CH3:24])[N:15]3[CH:18]3[CH2:23][CH2:22][O:21][CH2:20][CH2:19]3)=[C:11]([C:25]3[CH:30]=[CH:29][N:28]=[CH:27][CH:26]=3)[N:10]=2)[C:5]([NH2:31])=[CH:4][CH:3]=1.[CH3:32]OC(OC)OC.CS(O)(=O)=O, predict the reaction product. The product is: [Cl:1][C:2]1[CH:3]=[CH:4][C:5]2[N:31]=[CH:32][N:8]([C:9]3[N:17]=[C:16]4[C:12]([N:13]=[C:14]([CH3:24])[N:15]4[CH:18]4[CH2:23][CH2:22][O:21][CH2:20][CH2:19]4)=[C:11]([C:25]4[CH:26]=[CH:27][N:28]=[CH:29][CH:30]=4)[N:10]=3)[C:6]=2[CH:7]=1. (4) Given the reactants Br[C:2]1[CH:3]=[N:4][C:5]([C:8]2[CH:9]=[C:10]([CH:27]=[CH:28][CH:29]=2)[CH2:11][N:12]2[C:17](=[O:18])[CH:16]=[CH:15][C:14]([C:19]3[CH:20]=[C:21]([CH:24]=[CH:25][CH:26]=3)[C:22]#[N:23])=[N:13]2)=[N:6][CH:7]=1.[B:30]1([B:30]2[O:34][C:33]([CH3:36])([CH3:35])[C:32]([CH3:38])([CH3:37])[O:31]2)[O:34][C:33]([CH3:36])([CH3:35])[C:32]([CH3:38])([CH3:37])[O:31]1.C([O-])(=O)C.[K+].CN(C=O)C, predict the reaction product. The product is: [O:18]=[C:17]1[N:12]([CH2:11][C:10]2[CH:27]=[CH:28][CH:29]=[C:8]([C:5]3[N:4]=[CH:3][C:2]([B:30]4[O:34][C:33]([CH3:36])([CH3:35])[C:32]([CH3:38])([CH3:37])[O:31]4)=[CH:7][N:6]=3)[CH:9]=2)[N:13]=[C:14]([C:19]2[CH:20]=[C:21]([CH:24]=[CH:25][CH:26]=2)[C:22]#[N:23])[CH:15]=[CH:16]1. (5) Given the reactants C(N(CC)CC)C.[OH:8]/[N:9]=[C:10](\[NH2:20])/[CH2:11][C:12]1[CH:17]=[CH:16][CH:15]=[CH:14][C:13]=1[O:18][CH3:19].[Cl:21][C:22]1[CH:27]=[CH:26][CH:25]=[CH:24][C:23]=1[C:28]1[C:32]([C:33](Cl)=[O:34])=[C:31]([CH:36]([CH3:38])[CH3:37])[O:30][N:29]=1, predict the reaction product. The product is: [Cl:21][C:22]1[CH:27]=[CH:26][CH:25]=[CH:24][C:23]=1[C:28]1[C:32]([C:33]([O:8]/[N:9]=[C:10](\[NH2:20])/[CH2:11][C:12]2[CH:17]=[CH:16][CH:15]=[CH:14][C:13]=2[O:18][CH3:19])=[O:34])=[C:31]([CH:36]([CH3:38])[CH3:37])[O:30][N:29]=1. (6) Given the reactants [Cl:1][C:2]1[C:3]([NH:34][C:35](=[O:45])[CH2:36][C@H:37]([C:39]2[CH:44]=[CH:43][CH:42]=[CH:41][CH:40]=2)[CH3:38])=[C:4]2[C:9](=[CH:10][CH:11]=1)[N:8]=[C:7]([CH2:12][CH2:13][CH2:14][N:15]([CH2:23][CH2:24][CH2:25][O:26][Si](C(C)(C)C)(C)C)C(=O)OC(C)(C)C)[CH:6]=[CH:5]2.Cl, predict the reaction product. The product is: [Cl:1][C:2]1[C:3]([NH:34][C:35](=[O:45])[CH2:36][C@@H:37]([CH3:38])[C:39]2[CH:40]=[CH:41][CH:42]=[CH:43][CH:44]=2)=[C:4]2[C:9](=[CH:10][CH:11]=1)[N:8]=[C:7]([CH2:12][CH2:13][CH2:14][NH:15][CH2:23][CH2:24][CH2:25][OH:26])[CH:6]=[CH:5]2. (7) Given the reactants [CH3:1][N:2]1[CH2:7][CH2:6][NH:5][CH2:4][CH2:3]1.Br[CH2:9][C:10]1[CH:17]=[CH:16][C:13]([C:14]#[N:15])=[CH:12][CH:11]=1, predict the reaction product. The product is: [CH3:1][N:2]1[CH2:7][CH2:6][N:5]([CH2:9][C:10]2[CH:17]=[CH:16][C:13]([C:14]#[N:15])=[CH:12][CH:11]=2)[CH2:4][CH2:3]1.